Task: Predict the product of the given reaction.. Dataset: Forward reaction prediction with 1.9M reactions from USPTO patents (1976-2016) (1) Given the reactants [F:1][C:2]1[CH:3]=[C:4]([C:21]2[CH:22]=[N:23][N:24]3[CH:29]=[CH:28][C:27]([N:30]4[C@@:34]([CH3:41])([C:35]5[CH:40]=[CH:39][CH:38]=[CH:37][CH:36]=5)[CH2:33][O:32][C:31]4=[O:42])=[N:26][C:25]=23)[CH:5]=[CH:6][C:7]=1[C:8]1[N:12]=[CH:11][N:10](COCC[Si](C)(C)C)[N:9]=1.FC1C=C(C2C=NN3C=CC(N4[C@@](C)(C5C=CC=CC=5)COC4=O)=NC=23)C=CC=1C1N(COCC[Si](C)(C)C)N=CN=1, predict the reaction product. The product is: [F:1][C:2]1[CH:3]=[C:4]([C:21]2[CH:22]=[N:23][N:24]3[CH:29]=[CH:28][C:27]([N:30]4[C@@:34]([CH3:41])([C:35]5[CH:40]=[CH:39][CH:38]=[CH:37][CH:36]=5)[CH2:33][O:32][C:31]4=[O:42])=[N:26][C:25]=23)[CH:5]=[CH:6][C:7]=1[C:8]1[N:12]=[CH:11][NH:10][N:9]=1. (2) The product is: [C:21]([C:25]1[CH:30]=[CH:29][C:28]([S:31]([NH:2][CH2:1][C:3]2[CH:17]=[CH:16][C:6]([C:7]([NH:9][C:10]3[CH:11]=[N:12][CH:13]=[CH:14][CH:15]=3)=[O:8])=[CH:5][C:4]=2[CH3:18])(=[O:33])=[O:32])=[CH:27][CH:26]=1)([CH3:24])([CH3:22])[CH3:23]. Given the reactants [C:1]([C:3]1[CH:17]=[CH:16][C:6]([C:7]([NH:9][C:10]2[CH:11]=[N:12][CH:13]=[CH:14][CH:15]=2)=[O:8])=[CH:5][C:4]=1[CH3:18])#[N:2].[CH]Cl.[C:21]([C:25]1[CH:30]=[CH:29][C:28]([S:31](Cl)(=[O:33])=[O:32])=[CH:27][CH:26]=1)([CH3:24])([CH3:23])[CH3:22], predict the reaction product. (3) Given the reactants [I:1][C:2]1[CH:3]=[C:4]([CH:8]=[CH:9][C:10]=1[CH3:11])[C:5](O)=[O:6].S(Cl)([Cl:14])=O, predict the reaction product. The product is: [I:1][C:2]1[CH:3]=[C:4]([CH:8]=[CH:9][C:10]=1[CH3:11])[C:5]([Cl:14])=[O:6]. (4) Given the reactants [NH2:1][C:2]1[CH:3]=[CH:4][C:5]2[S:10][CH2:9][C:8](=[O:11])[NH:7][C:6]=2[CH:12]=1.[H-].[Na+].[CH3:15]I.[Cl-].[NH4+], predict the reaction product. The product is: [NH2:1][C:2]1[CH:3]=[CH:4][C:5]2[S:10][CH2:9][C:8](=[O:11])[N:7]([CH3:15])[C:6]=2[CH:12]=1. (5) Given the reactants [CH2:1]([C:8]1[C:17]2[C:12](=[CH:13][CH:14]=[CH:15][CH:16]=2)[CH:11]=[N:10][CH:9]=1)[C:2]1[CH:7]=[CH:6][CH:5]=[CH:4][CH:3]=1.ClC1C=C(C=CC=1)C(OO)=[O:23], predict the reaction product. The product is: [CH2:1]([C:8]1[C:17]2[C:12](=[CH:13][CH:14]=[CH:15][CH:16]=2)[CH2:11][N:10]([OH:23])[CH:9]=1)[C:2]1[CH:3]=[CH:4][CH:5]=[CH:6][CH:7]=1. (6) Given the reactants C1(C)C=CC(S([CH2:10][N+:11]#[C-:12])(=O)=O)=CC=1.CO.C[O-].[Na+].[CH:19]1[C:28]2[C:23](=[CH:24][C:25]([CH:29]=[O:30])=[CH:26][CH:27]=2)[CH:22]=[CH:21][N:20]=1, predict the reaction product. The product is: [O:30]1[C:29]([C:25]2[CH:24]=[C:23]3[C:28](=[CH:27][CH:26]=2)[CH:19]=[N:20][CH:21]=[CH:22]3)=[CH:12][N:11]=[CH:10]1. (7) Given the reactants [F:1][C:2]1[CH:3]=[C:4]([CH:13]2[CH2:18][CH:17]([C:19]([O:21]C)=[O:20])[CH2:16][CH2:15][N:14]2[C:23]([O:25][CH3:26])=[O:24])[CH:5]=[C:6]([F:12])[C:7]=1[C:8]([F:11])([F:10])[F:9].[Br-].[Li+].C(N(CC)CC)C.CC(OC)(C)C, predict the reaction product. The product is: [F:12][C:6]1[CH:5]=[C:4]([CH:13]2[CH2:18][CH:17]([C:19]([OH:21])=[O:20])[CH2:16][CH2:15][N:14]2[C:23]([O:25][CH3:26])=[O:24])[CH:3]=[C:2]([F:1])[C:7]=1[C:8]([F:9])([F:11])[F:10].